Dataset: Peptide-MHC class I binding affinity with 185,985 pairs from IEDB/IMGT. Task: Regression. Given a peptide amino acid sequence and an MHC pseudo amino acid sequence, predict their binding affinity value. This is MHC class I binding data. The peptide sequence is SVLNDILSR. The MHC is HLA-A03:01 with pseudo-sequence HLA-A03:01. The binding affinity (normalized) is 0.172.